From a dataset of Full USPTO retrosynthesis dataset with 1.9M reactions from patents (1976-2016). Predict the reactants needed to synthesize the given product. (1) Given the product [N:3]1([N:14]2[CH2:19][CH2:18][CH2:17][CH2:16][CH2:15]2)[CH2:4][CH2:5][C:6](=[O:13])[CH2:7][C:2]1=[O:1], predict the reactants needed to synthesize it. The reactants are: [O:1]=[C:2]1[CH:7](C(OCC)=O)[C:6](=[O:13])[CH2:5][CH2:4][N:3]1[N:14]1[CH2:19][CH2:18][CH2:17][CH2:16][CH2:15]1. (2) Given the product [C:2]([C:3]1[S:20][C:27]([NH2:28])=[N:26][CH:4]=1)([CH3:7])([CH3:6])[CH3:1], predict the reactants needed to synthesize it. The reactants are: [CH3:1][C:2]([CH3:7])([CH3:6])[CH2:3][CH:4]=O.N1CCCC1.O.C1(C)C=CC([S:20](O)(=O)=O)=CC=1.[S].[N:26]#[C:27][NH2:28]. (3) Given the product [CH3:1][O:2][C:3](=[O:27])[CH2:4][C:5]1[CH:6]=[C:7]([C:13]2[CH:18]=[CH:17][C:16]([C:19]([F:21])([F:20])[F:22])=[CH:15][C:14]=2[CH2:23][N:24]([C:37](=[O:38])[CH2:36][O:35][CH2:28][C:29]2[CH:34]=[CH:33][CH:32]=[CH:31][CH:30]=2)[CH2:25][CH3:26])[C:8]([O:11][CH3:12])=[CH:9][CH:10]=1, predict the reactants needed to synthesize it. The reactants are: [CH3:1][O:2][C:3](=[O:27])[CH2:4][C:5]1[CH:6]=[C:7]([C:13]2[CH:18]=[CH:17][C:16]([C:19]([F:22])([F:21])[F:20])=[CH:15][C:14]=2[CH2:23][NH:24][CH2:25][CH3:26])[C:8]([O:11][CH3:12])=[CH:9][CH:10]=1.[CH2:28]([O:35][CH2:36][C:37](Cl)=[O:38])[C:29]1[CH:34]=[CH:33][CH:32]=[CH:31][CH:30]=1. (4) Given the product [Cl:3][C:4]1[C:8]([C:9]([OH:11])=[O:10])=[CH:7][N:6]([C:14]2[N:19]=[CH:18][CH:17]=[CH:16][N:15]=2)[N:5]=1, predict the reactants needed to synthesize it. The reactants are: [OH-].[Na+].[Cl:3][C:4]1[C:8]([C:9]([O:11]CC)=[O:10])=[CH:7][N:6]([C:14]2[N:19]=[CH:18][CH:17]=[CH:16][N:15]=2)[N:5]=1. (5) The reactants are: [CH:1](=[C:8]1/[N:9]=[C:10]([C:14]2[CH:19]=[C:18]([F:20])[CH:17]=[CH:16][C:15]=2[F:21])[NH:11][C:12]/1=[O:13])/[C:2]1[CH:7]=[CH:6][CH:5]=[CH:4][CH:3]=1.[CH:22](=[O:28])/[CH:23]=[CH:24]/[CH2:25][CH2:26][CH3:27]. Given the product [CH2:24]([CH:23]1[C:22](=[O:28])[O:13][C:12]2[NH:11][C:10]([C:14]3[CH:19]=[C:18]([F:20])[CH:17]=[CH:16][C:15]=3[F:21])=[N:9][C:8]=2[CH:1]1[C:2]1[CH:3]=[CH:4][CH:5]=[CH:6][CH:7]=1)[CH2:25][CH2:26][CH3:27], predict the reactants needed to synthesize it. (6) Given the product [C:17]([O:21][C:22](=[O:41])[NH:23][C:24]1[CH:29]=[C:28]([C:30]([F:32])([F:31])[F:33])[CH:27]=[CH:26][C:25]=1[C:34]1[CH:39]=[C:38]([O:1][C:2]2[C:7]3[N:8]=[C:9]([NH:11][C:12](=[O:14])[CH3:13])[S:10][C:6]=3[CH:5]=[CH:4][CH:3]=2)[N:37]=[CH:36][N:35]=1)([CH3:20])([CH3:18])[CH3:19], predict the reactants needed to synthesize it. The reactants are: [OH:1][C:2]1[C:7]2[N:8]=[C:9]([NH:11][C:12](=[O:14])[CH3:13])[S:10][C:6]=2[CH:5]=[CH:4][CH:3]=1.[H-].[Na+].[C:17]([O:21][C:22](=[O:41])[NH:23][C:24]1[CH:29]=[C:28]([C:30]([F:33])([F:32])[F:31])[CH:27]=[CH:26][C:25]=1[C:34]1[CH:39]=[C:38](Cl)[N:37]=[CH:36][N:35]=1)([CH3:20])([CH3:19])[CH3:18]. (7) Given the product [OH:21][C:17](=[C:6]1[C:7](=[O:8])[O:9][C:2]([CH3:10])([CH3:1])[O:3][C:4]1=[O:5])[CH:18]([CH3:20])[CH3:19], predict the reactants needed to synthesize it. The reactants are: [CH3:1][C:2]1([CH3:10])[O:9][C:7](=[O:8])[CH2:6][C:4](=[O:5])[O:3]1.N1C=CC=CC=1.[C:17](Cl)(=[O:21])[CH:18]([CH3:20])[CH3:19].